Predict the product of the given reaction. From a dataset of Forward reaction prediction with 1.9M reactions from USPTO patents (1976-2016). (1) Given the reactants C([O:8][C:9]1[CH:30]=[CH:29][C:12]([CH2:13][N:14]2[CH2:18][CH2:17][N:16]([CH:19]([CH:25]([CH3:27])[CH3:26])[C:20]([O:22][CH2:23][CH3:24])=[O:21])[C:15]2=[O:28])=[CH:11][CH:10]=1)C1C=CC=CC=1.[H][H], predict the reaction product. The product is: [OH:8][C:9]1[CH:10]=[CH:11][C:12]([CH2:13][N:14]2[CH2:18][CH2:17][N:16]([CH:19]([CH:25]([CH3:27])[CH3:26])[C:20]([O:22][CH2:23][CH3:24])=[O:21])[C:15]2=[O:28])=[CH:29][CH:30]=1. (2) Given the reactants [H-].[Na+].[F:3][C:4]([F:8])([F:7])[CH2:5][SH:6].Br[CH2:10][C:11]([NH:13][CH2:14][C:15]1[CH:20]=[CH:19][C:18]([C:21]2[CH2:25][C:24]([C:30]3[CH:35]=[C:34]([Cl:36])[C:33]([Cl:37])=[C:32]([Cl:38])[CH:31]=3)([C:26]([F:29])([F:28])[F:27])[O:23][N:22]=2)=[CH:17][C:16]=1[Cl:39])=[O:12].[Cl-].[NH4+], predict the reaction product. The product is: [Cl:39][C:16]1[CH:17]=[C:18]([C:21]2[CH2:25][C:24]([C:30]3[CH:35]=[C:34]([Cl:36])[C:33]([Cl:37])=[C:32]([Cl:38])[CH:31]=3)([C:26]([F:29])([F:27])[F:28])[O:23][N:22]=2)[CH:19]=[CH:20][C:15]=1[CH2:14][NH:13][C:11](=[O:12])[CH2:10][S:6][CH2:5][C:4]([F:8])([F:7])[F:3]. (3) Given the reactants [N+:1]([C:4]1[CH:9]=[CH:8][C:7]([CH:10]=[CH:11][C:12]([O:14][CH2:15][CH3:16])=[O:13])=[CH:6][CH:5]=1)([O-])=O, predict the reaction product. The product is: [NH2:1][C:4]1[CH:5]=[CH:6][C:7]([CH2:10][CH2:11][C:12]([O:14][CH2:15][CH3:16])=[O:13])=[CH:8][CH:9]=1. (4) Given the reactants [CH2:1]([N:3]1[C:7]([C:8]([O:10][CH3:11])=[O:9])=[C:6](I)[C:5]([CH3:13])=[N:4]1)[CH3:2].[Cu][C:15]#[N:16].CCOC(C)=O, predict the reaction product. The product is: [C:15]([C:6]1[C:5]([CH3:13])=[N:4][N:3]([CH2:1][CH3:2])[C:7]=1[C:8]([O:10][CH3:11])=[O:9])#[N:16]. (5) Given the reactants [CH3:1][C:2]1[S:3][C:4]2[CH:10]=[CH:9][CH:8]=[CH:7][C:5]=2[N:6]=1.[Br:11][CH2:12][CH2:13][OH:14], predict the reaction product. The product is: [Br-:11].[OH:14][CH2:13][CH2:12][N+:6]1[C:5]2[CH:7]=[CH:8][CH:9]=[CH:10][C:4]=2[S:3][C:2]=1[CH3:1].